From a dataset of Full USPTO retrosynthesis dataset with 1.9M reactions from patents (1976-2016). Predict the reactants needed to synthesize the given product. (1) Given the product [OH:5][CH2:6][C@@H:7]([CH3:51])[C:8]([NH:10][C:11]1[CH:12]=[CH:13][C:14]([C:17]2[S:40][C:20]3[N:21]([CH2:31][C:32]4[C:37]([F:38])=[CH:36][CH:35]=[CH:34][C:33]=4[F:39])[CH:22]=[C:23]([C:26](=[O:30])[CH:27]([CH3:28])[CH3:29])[C:24](=[O:25])[C:19]=3[C:18]=2[CH2:41][N:42]([CH2:44][C:45]2[CH:46]=[CH:47][CH:48]=[CH:49][CH:50]=2)[CH3:43])=[CH:15][CH:16]=1)=[O:9], predict the reactants needed to synthesize it. The reactants are: C([O:5][CH2:6][C@@H:7]([CH3:51])[C:8]([NH:10][C:11]1[CH:16]=[CH:15][C:14]([C:17]2[S:40][C:20]3[N:21]([CH2:31][C:32]4[C:37]([F:38])=[CH:36][CH:35]=[CH:34][C:33]=4[F:39])[CH:22]=[C:23]([C:26](=[O:30])[CH:27]([CH3:29])[CH3:28])[C:24](=[O:25])[C:19]=3[C:18]=2[CH2:41][N:42]([CH2:44][C:45]2[CH:50]=[CH:49][CH:48]=[CH:47][CH:46]=2)[CH3:43])=[CH:13][CH:12]=1)=[O:9])(C)(C)C. (2) Given the product [Cl:29][C:27]1[CH:26]=[N:25][C:9]2[N:10]=[C:11]([N:12]3[CH2:13][CH:14]([N:16]([CH3:24])[C:17](=[O:23])[O:18][C:19]([CH3:22])([CH3:20])[CH3:21])[CH2:15]3)[C:6]3[N:1]([N:2]=[N:3][N:7]=3)[C:8]=2[CH:28]=1, predict the reactants needed to synthesize it. The reactants are: [N-:1]=[N+:2]=[N-:3].[Na+].Cl[C:6]1[N:7]=[C:8]2[CH:28]=[C:27]([Cl:29])[CH:26]=[N:25][C:9]2=[N:10][C:11]=1[N:12]1[CH2:15][CH:14]([N:16]([CH3:24])[C:17](=[O:23])[O:18][C:19]([CH3:22])([CH3:21])[CH3:20])[CH2:13]1. (3) Given the product [C:31]1([C:49]2[CH:53]=[CH:54][CH:58]=[CH:57][CH:56]=2)[CH:36]=[CH:35][C:34]([NH:39][C:6](=[O:26])[NH:7][C@@H:8]([CH2:9][C:10]2[S:11][CH:12]=[CH:13][CH:14]=2)[C:15]([NH:16][CH2:17][CH2:18][CH2:19][N:20]2[CH2:21][CH2:22][CH2:23][CH2:24]2)=[O:25])=[CH:33][CH:32]=1, predict the reactants needed to synthesize it. The reactants are: C(O[C:6](=[O:26])[NH:7][C@H:8]([C:15](=[O:25])[NH:16][CH2:17][CH2:18][CH2:19][N:20]1[CH2:24][CH2:23][CH2:22][CH2:21]1)[CH2:9][C:10]1[S:11][CH:12]=[CH:13][CH:14]=1)(C)(C)C.C(Cl)CCl.[CH:31]1[CH:32]=[CH:33][C:34]2[N:39](O)N=N[C:35]=2[CH:36]=1.C(OC(N[C@@H:49]([CH2:53][C:54]1S[CH:56]=[CH:57][CH:58]=1)C(O)=O)=O)(C)(C)C.N1(CCCN)CCCC1.CN1CCOCC1. (4) Given the product [Cl:27][C:28]1[CH:33]=[CH:32][C:31]([C:2]2[C:10]3[C:5](=[N:6][CH:7]=[CH:8][CH:9]=3)[S:4][C:3]=2[S:11]([C:14]2[CH:15]=[C:16]([CH:20]=[C:21]([F:23])[CH:22]=2)[C:17]#[N+:18][O-:19])(=[O:13])=[O:12])=[CH:30][CH:29]=1, predict the reactants needed to synthesize it. The reactants are: Br[C:2]1[C:10]2[C:5](=[N:6][CH:7]=[CH:8][CH:9]=2)[S:4][C:3]=1[S:11]([C:14]1[CH:15]=[C:16]([CH:20]=[C:21]([F:23])[CH:22]=1)[C:17]#[N+:18][O-:19])(=[O:13])=[O:12].C(O)C.[Cl:27][C:28]1[CH:33]=[CH:32][C:31](B(O)O)=[CH:30][CH:29]=1.C([O-])([O-])=O.[Na+].[Na+]. (5) The reactants are: O[CH2:2][C:3]1[CH:4]=[C:5]2[C:10](=[CH:11][CH:12]=1)[C@H:9]([NH:13][C:14](=[O:20])[O:15][C:16]([CH3:19])([CH3:18])[CH3:17])[CH2:8][CH2:7][CH2:6]2.C1(P(C2C=CC=CC=2)C2C=CC=CC=2)C=CC=CC=1.N1C=CN=C1.[I:45]I. Given the product [I:45][CH2:2][C:3]1[CH:4]=[C:5]2[C:10](=[CH:11][CH:12]=1)[CH:9]([NH:13][C:14](=[O:20])[O:15][C:16]([CH3:19])([CH3:18])[CH3:17])[CH2:8][CH2:7][CH2:6]2, predict the reactants needed to synthesize it.